Dataset: Forward reaction prediction with 1.9M reactions from USPTO patents (1976-2016). Task: Predict the product of the given reaction. (1) Given the reactants [CH2:1]([N:3]1[C:11]2[C:6](=[CH:7][C:8]([NH:12][C:13]([C:15]3[C:16]([C:21]4[CH:26]=[CH:25][C:24]([C:27]([F:30])([F:29])[F:28])=[CH:23][CH:22]=4)=[CH:17][CH:18]=[CH:19][CH:20]=3)=[O:14])=[CH:9][CH:10]=2)[CH:5]=[C:4]1[C:31]([OH:33])=O)[CH3:2].Cl.[NH2:35][C@@H:36]([C:47]1[CH:52]=[CH:51][CH:50]=[CH:49][CH:48]=1)[C:37]([NH:39][CH2:40][C:41]1[CH:46]=[CH:45][CH:44]=[CH:43][CH:42]=1)=[O:38].CCN(C(C)C)C(C)C.C1CN([P+](Br)(N2CCCC2)N2CCCC2)CC1.F[P-](F)(F)(F)(F)F, predict the reaction product. The product is: [CH2:40]([NH:39][C:37](=[O:38])[C@@H:36]([NH:35][C:31]([C:4]1[N:3]([CH2:1][CH3:2])[C:11]2[C:6]([CH:5]=1)=[CH:7][C:8]([NH:12][C:13]([C:15]1[C:16]([C:21]3[CH:22]=[CH:23][C:24]([C:27]([F:30])([F:28])[F:29])=[CH:25][CH:26]=3)=[CH:17][CH:18]=[CH:19][CH:20]=1)=[O:14])=[CH:9][CH:10]=2)=[O:33])[C:47]1[CH:48]=[CH:49][CH:50]=[CH:51][CH:52]=1)[C:41]1[CH:42]=[CH:43][CH:44]=[CH:45][CH:46]=1. (2) Given the reactants [CH:1](NC(C)C)(C)C.[Li]CCCC.[O:13]1[C:17]2([CH2:22][CH2:21][CH:20]([C:23]([O:25][CH2:26][CH3:27])=[O:24])[CH2:19][CH2:18]2)[O:16][CH2:15][CH2:14]1.CI, predict the reaction product. The product is: [CH3:1][C:20]1([C:23]([O:25][CH2:26][CH3:27])=[O:24])[CH2:21][CH2:22][C:17]2([O:16][CH2:15][CH2:14][O:13]2)[CH2:18][CH2:19]1.